From a dataset of Peptide-MHC class I binding affinity with 185,985 pairs from IEDB/IMGT. Regression. Given a peptide amino acid sequence and an MHC pseudo amino acid sequence, predict their binding affinity value. This is MHC class I binding data. (1) The peptide sequence is AAYVLPLHR. The MHC is HLA-A03:01 with pseudo-sequence HLA-A03:01. The binding affinity (normalized) is 0.157. (2) The peptide sequence is FLKNRFEAL. The MHC is HLA-A11:01 with pseudo-sequence HLA-A11:01. The binding affinity (normalized) is 0.0847. (3) The peptide sequence is SEGATPQDL. The MHC is HLA-B53:01 with pseudo-sequence HLA-B53:01. The binding affinity (normalized) is 0.